From a dataset of Full USPTO retrosynthesis dataset with 1.9M reactions from patents (1976-2016). Predict the reactants needed to synthesize the given product. Given the product [C:72]([CH2:71][CH2:70][CH2:69][N:9]([CH3:8])[C@H:10]([C:14]([NH:16][C@H:17]([C:21]([N:23]([C@@H:25]([C@@H:64]([CH3:67])[CH2:65][CH3:66])[C@H:26]([O:62][CH3:63])[CH2:27][C:28]([N:30]1[CH2:34][CH2:33][CH2:32][C@H:31]1[C@H:35]([O:60][CH3:61])[C@@H:36]([CH3:59])[C:37]([NH:39][C@@H:40]([CH2:52][C:53]1[CH:58]=[CH:57][CH:56]=[CH:55][CH:54]=1)[CH2:41][S:42]([CH2:45][C:46]1[CH:51]=[CH:50][CH:49]=[CH:48][CH:47]=1)(=[O:44])=[O:43])=[O:38])=[O:29])[CH3:24])=[O:22])[CH:18]([CH3:19])[CH3:20])=[O:15])[CH:11]([CH3:12])[CH3:13])([OH:74])=[O:73], predict the reactants needed to synthesize it. The reactants are: FC(F)(F)C(O)=O.[CH3:8][NH:9][C@H:10]([C:14]([NH:16][C@H:17]([C:21]([N:23]([C@@H:25]([C@@H:64]([CH3:67])[CH2:65][CH3:66])[C@H:26]([O:62][CH3:63])[CH2:27][C:28]([N:30]1[CH2:34][CH2:33][CH2:32][C@H:31]1[C@H:35]([O:60][CH3:61])[C@@H:36]([CH3:59])[C:37]([NH:39][C@@H:40]([CH2:52][C:53]1[CH:58]=[CH:57][CH:56]=[CH:55][CH:54]=1)[CH2:41][S:42]([CH2:45][C:46]1[CH:51]=[CH:50][CH:49]=[CH:48][CH:47]=1)(=[O:44])=[O:43])=[O:38])=[O:29])[CH3:24])=[O:22])[CH:18]([CH3:20])[CH3:19])=[O:15])[CH:11]([CH3:13])[CH3:12].O=[CH:69][CH2:70][CH2:71][C:72]([OH:74])=[O:73].C([BH3-])#N.[Na+].O1CCOCC1.